From a dataset of Experimentally validated miRNA-target interactions with 360,000+ pairs, plus equal number of negative samples. Binary Classification. Given a miRNA mature sequence and a target amino acid sequence, predict their likelihood of interaction. (1) Result: 0 (no interaction). The miRNA is hsa-miR-584-5p with sequence UUAUGGUUUGCCUGGGACUGAG. The protein sequence of the target gene is MESADFYEVEPRPPMSSHLQSPPHAPSNAAFGFPRGAGPAPPPAPPAAPEPLGGICEHETSIDISAYIDPAAFNDEFLADLFQHSRQQEKAKAAAGPAGGGGDFDYPGAPAGPGGAVMSAGAHGPPPGYGCAAAGYLDGRLEPLYERVGAPALRPLVIKQEPREEDEAKQLALAGLFPYQPPPPPPPPHPHASPAHLAAPHLQFQIAHCGQTTMHLQPGHPTPPPTPVPSPHAAPALGAAGLPGPGSALKGLAGAHPDLRTGGGGGGSGAGAGKAKKSVDKNSNEYRVRRERNNIAVRKS.... (2) The miRNA is hsa-miR-1273h-3p with sequence CUGCAGACUCGACCUCCCAGGC. The protein sequence of the target gene is MAKTYDYLFKLLLIGDSGVGKTCLLFRFSEDAFNTTFISTIGIDFKIRTIELDGKKIKLQIWDTAGQERFRTITTAYYRGAMGIMLVYDITNEKSFDNIKNWIRNIEEHASSDVERMILGNKCDMNDKRQVSKERGEKLAIDYGIKFLETSAKSSANVEEAFFTLARDIMTKLNRKMNDSNSAGAGGPVKITENRSKKTSFFRCSLL. Result: 1 (interaction).